This data is from Experimentally validated miRNA-target interactions with 360,000+ pairs, plus equal number of negative samples. The task is: Binary Classification. Given a miRNA mature sequence and a target amino acid sequence, predict their likelihood of interaction. (1) The miRNA is hsa-miR-541-3p with sequence UGGUGGGCACAGAAUCUGGACU. The protein sequence of the target gene is MADISLDELIRKRGAAAKGRLNARPGVGGVRSRVGIQQGLLSQSTRTATFQQRFDARQKIGLSDARLKLGVKDAREKLLQKDARFRIKGKVQDAREMLNSRKQQTTVPQKPRQVADAREKISLKRSSPAAFINPPIGTVTPALKLTKTIQVPQQKAMAPLHPHPAGMRINVVNNHQAKQNLYDLDEDDDGIASVPTKQMKFAASGGFLHHMAGLSSSKLSMSKALPLTKVVQNDAYTAPALPSSIRTKALTNMSRTLVNKEEPPKELPAAEPVLSPLEGTKMTVNNLHPRVTEEDIVELF.... Result: 0 (no interaction). (2) The miRNA is hsa-miR-3648 with sequence AGCCGCGGGGAUCGCCGAGGG. The protein sequence of the target gene is MSHEKSFLVSGDSYPPQNIVGPQAPMPPYVQAPYPGAPYPQAPFQPSPYGQPGYPHGPSPYPQGGYPQGPYPQGGYPQGPYPQSPFPPNPYGQPPPFQDPGSPQHGNYQEEGPPSYYDNQDFPAVNWDKNIRQAFIRKVFLVLTLQLSVTLSTVAIFTFVGEVKGFVRENVWTYYVSYAIFFISLIVLSCCGDFRRKHPWNLVALSILTVSLSYMVGMIASFYNTEAVIMAVGITTAVCFTVVIFSMQTRYDFTSCMGVLLVSVVVLFIFAILCIFIRNRILEIVYASLGALLFTCFLAV.... Result: 0 (no interaction). (3) The miRNA is hsa-miR-128-1-5p with sequence CGGGGCCGUAGCACUGUCUGAGA. The protein sequence of the target gene is MLGSGFKAERLRVNLRLVINRLKLLEKKKTELAQKARKEIADYLAAGKDERARIRVEHIIREDYLVEAMEILELYCDLLLARFGLIQSMKELDSGLAESVSTLIWAAPRLQSEVAELKIVADQLCAKYSKEYGKLCRTNQIGTVNDRLMHKLSVEAPPKILVERYLIEIAKNYNVPYEPDSVVMAEAPVGVETDLIDVGFTDDVKKGGPGRGGGGGFTAPVGGPDGIVPMPMPMPMPSPNAPFAYPLPKGPSDFSGLPVGTYQAFPNIHPPQIPATPPSYESVDDINGDKTVSSAQIVGP.... Result: 0 (no interaction). (4) The protein sequence of the target gene is MLELIEVNGTPGSQLSTPRSGKSPSPSPTSPGSLRKQRISQHGGSSTSLSSTKVCSSMDENDGPGEEESDEGFQIPATITERYKVGRTIGDGNFAVVKECIERSTAREYALKIIKKSKCRGKEHMIQNEVSILRRVKHPNIVLLIEEMDVPTELYLVMELVKGGDLFDAITSTSKYTERDASGMLYNLASAIKYLHSLNIVHRDIKPENLLVYEHQDGSKSLKLGDFGLATIVDGPLYTVCGTPTYVAPEIIAETGYGLKVDIWAAGVITYILLCGFPPFRGSGDDQEVLFDQILMGQVD.... Result: 0 (no interaction). The miRNA is hsa-miR-1244 with sequence AAGUAGUUGGUUUGUAUGAGAUGGUU. (5) The miRNA is mmu-miR-3098-3p with sequence UUCUGCUGCCUGCCUUUAGGA. The protein sequence of the target gene is MSSEMEPLLLAWSYFRRRKFQLCADLCTQMLEKSPYDQEPDPELPVHQAAWILKARALTEMVYIDEIDVDQEGIAEMMLDENAIAQVPRPGTSLKLPGTNQTGGPSQAVRPITQAGRPITGFLRPSTQSGRPGTMEQAIRTPRTAYTARPITSSSGRFVRLGTASMLTSPDGPFINLSRLNLTKYSQKPKLAKALFEYIFHHENDVKTIHLEDVVLHLGIYPFLLRNKNHIEKNALDLAALSTEHSQYKDWWWKVQIGKCYYRLGMYREAEKQFKSALKQQEMVDTFLYLAKVYVSLDQP.... Result: 0 (no interaction). (6) Result: 0 (no interaction). The miRNA is mmu-miR-705 with sequence GGUGGGAGGUGGGGUGGGCA. The protein sequence of the target gene is MASAGNAAGALGRQAGGGRRRRTGGPHRAAPDRDYLHRPSYCDAAFALEQISKGKATGRKAPLWLRAKFQRLLFKLGCYIQKNCGKFLVVGLLIFGAFAVGLKAANLETNVEELWVEVGGRVSRELNYTRQKIGEEAMFNPQLMIQTPKEEGANVLTTEALLQHLDSALQASRVHVYMYNRQWKLEHLCYKSGELITETGYMDQIIEYLYPCLIITPLDCFWEGAKLQSGTAYLLGKPPLRWTNFDPLEFLEELKKINYQVDSWEEMLNKAEVGHGYMDRPCLNPADPDCPATAPNKNST.... (7) The miRNA is hsa-miR-5586-5p with sequence UAUCCAGCUUGUUACUAUAUGC. The protein sequence of the target gene is MEEPQKNDLSMREQEEEHPVRSSGPQISVSEFSCHCCYDTLVNPTTLNCGHSFCRHCLALWWMSSKKTECPECREKWEGFPKVNILLRDAIEKLFPDAIRMRVEDIQQNNDVVQSLAAFQKYGNDQNPLAPSTGRVNPQRGGGFFSGVLTALTGVAVILLVYHWRSRESEHGLLVHKAVDKWTMEEVVLWLEQLGPWASLYRDRFLSERVNGRLLLTLTEEEFSRAPYTIENSSHRRVILTELERVRALGVKPPQNLWEYKAVNPGRSLFLLYALKSSPRLGLLYLYLFDYTDCFLPFIH.... Result: 0 (no interaction). (8) The miRNA is hsa-miR-3182 with sequence GCUUCUGUAGUGUAGUC. The protein sequence of the target gene is MRDPVSSQYSSFLFWRMPIPELDLSELEGLGLSDTPTYESKDSSSVGKMNGQASGTEQKNPEGDPLLEYSTFNFWRAPIASIHSVDLDLL. Result: 0 (no interaction). (9) The miRNA is hsa-miR-6780b-5p with sequence UGGGGAAGGCUUGGCAGGGAAGA. The protein sequence of the target gene is MWRSLGLALALCLLPYGGAESQGQSSACYKAPEWYIGDQNPMLNSEGKVTVVALLQASUYLCLLQASRLEDLRIKLESQGYFNISYIVVNHQGSPSQLKHSHLKKQVSEHIAVYRQEEDGIDVWTLLNGNKDDFLIYDRCGRLVYHLGLPYSFLTFPYVEEAIKIAYCEERCGNCNLTSLEDEDFCKTVTSATANKTAEPSEAHSHHKHHNKHGQEHLGSSKPSENQQPGPSETTLPPSGLHHHHRHRGQHRQGHLESUDTTASEGLHLSLAQRKLURRGCINQLLCKLSKESEAAPSSC.... Result: 0 (no interaction). (10) The miRNA is hsa-miR-548e-5p with sequence CAAAAGCAAUCGCGGUUUUUGC. The protein sequence of the target gene is MAEPAPAVWPSAPDLTPAPGTPSEAAPPRDNWVYWAMLPPPPPPLSSPVAGSEQSRKGQPHVLPQPPSGALPPFDAQILPAAQPPFDAQAPPDAQSQFSGQQAWNLQASTPWYWGLSPNGFSTYHTSYQSPVTHSYFPRSHDAKFNLPQNRKQKTKKRKEPVFHFFCDTCDRGFKNQEKYDTHMSEHTKCPEVDCSFSAHEKIVQFHWRNMHAPGMKKIKLDTPEEIARWREERRKNYPTLANIERKKKLQLEKAKRGEVLTTTQYGKMKGMSRHSQMAKIRSPGKHHKWRRGGARQRAV.... Result: 0 (no interaction).